Dataset: Full USPTO retrosynthesis dataset with 1.9M reactions from patents (1976-2016). Task: Predict the reactants needed to synthesize the given product. (1) The reactants are: [F:1][C:2]1[CH:7]=[C:6]([NH2:8])[CH:5]=[CH:4][C:3]=1[NH:9][CH2:10][CH2:11][CH2:12][CH2:13][CH2:14][CH3:15].C[Al](C)C.[NH:20](/[C:24](/[CH3:30])=[CH:25]\[C:26](OC)=[O:27])[C:21]([CH3:23])=O. Given the product [F:1][C:2]1[CH:7]=[C:6]([N:8]2[C:26](=[O:27])[CH:25]=[C:24]([CH3:30])[N:20]=[C:21]2[CH3:23])[CH:5]=[CH:4][C:3]=1[NH:9][CH2:10][CH2:11][CH2:12][CH2:13][CH2:14][CH3:15], predict the reactants needed to synthesize it. (2) Given the product [NH2:7][CH2:8][CH2:9][NH:10][C:11]([CH2:12][CH2:13][N:14]([C:15]1[CH:20]=[CH:19][CH:18]=[CH:17][N:16]=1)[C:21]([C:23]1[CH:42]=[CH:41][C:26]2[N:27]([CH3:40])[C:28]([CH2:30][NH:31][C:32]3[CH:33]=[CH:34][C:35]([C:38](=[NH:39])[NH2:50])=[CH:36][CH:37]=3)=[N:29][C:25]=2[CH:24]=1)=[O:22])=[O:43], predict the reactants needed to synthesize it. The reactants are: C(OC(=O)[NH:7][CH2:8][CH2:9][NH:10][C:11](=[O:43])[CH2:12][CH2:13][N:14]([C:21]([C:23]1[CH:42]=[CH:41][C:26]2[N:27]([CH3:40])[C:28]([CH2:30][NH:31][C:32]3[CH:37]=[CH:36][C:35]([C:38]#[N:39])=[CH:34][CH:33]=3)=[N:29][C:25]=2[CH:24]=1)=[O:22])[C:15]1[CH:20]=[CH:19][CH:18]=[CH:17][N:16]=1)(C)(C)C.Cl.C(=O)([O-])[O-].[NH4+:50].[NH4+]. (3) The reactants are: [CH2:1]([N:3]1[CH:7]=[C:6]([C:8]2[CH:13]=[CH:12][N:11]=[C:10]3[N:14]([S:26]([C:29]4[CH:34]=[CH:33][CH:32]=[CH:31][CH:30]=4)(=[O:28])=[O:27])[C:15]([C:17]4[CH:24]=[CH:23][C:20]([CH:21]=O)=[C:19]([F:25])[CH:18]=4)=[CH:16][C:9]=23)[C:5]([C:35]2[CH:40]=[CH:39][C:38]([N+:41]([O-:43])=[O:42])=[CH:37][CH:36]=2)=[N:4]1)[CH3:2].[NH:44]1[CH2:48][CH2:47][CH2:46][CH2:45]1. Given the product [CH2:1]([N:3]1[CH:7]=[C:6]([C:8]2[CH:13]=[CH:12][N:11]=[C:10]3[N:14]([S:26]([C:29]4[CH:30]=[CH:31][CH:32]=[CH:33][CH:34]=4)(=[O:27])=[O:28])[C:15]([C:17]4[CH:24]=[CH:23][C:20]([CH2:21][N:44]5[CH2:48][CH2:47][CH2:46][CH2:45]5)=[C:19]([F:25])[CH:18]=4)=[CH:16][C:9]=23)[C:5]([C:35]2[CH:36]=[CH:37][C:38]([N+:41]([O-:43])=[O:42])=[CH:39][CH:40]=2)=[N:4]1)[CH3:2], predict the reactants needed to synthesize it. (4) Given the product [ClH:32].[CH3:22][O:21][C:19]1[CH:18]=[CH:17][C:13]2[CH2:14][CH2:15][CH2:16][CH:10]([NH:9][CH2:23][C@@H:24]([C:26]3[CH:31]=[CH:30][CH:29]=[C:28]([Cl:32])[CH:27]=3)[OH:25])[CH2:11][C:12]=2[CH:20]=1, predict the reactants needed to synthesize it. The reactants are: Cl.C([N:9]([CH2:23][C@@H:24]([C:26]1[CH:31]=[CH:30][CH:29]=[C:28]([Cl:32])[CH:27]=1)[OH:25])[CH:10]1[CH2:16][CH2:15][CH2:14][C:13]2[CH:17]=[CH:18][C:19]([O:21][CH3:22])=[CH:20][C:12]=2[CH2:11]1)C1C=CC=CC=1.ClC1C=CC=CC=1. (5) Given the product [C:39]([O:38][C:36]([NH:35][C@@H:27]([CH2:26][CH2:25][CH:17]([CH2:16][C:15]1[CH:14]=[CH:13][C:12]([N:11]([C:45]([O:47][C:48]([CH3:51])([CH3:50])[CH3:49])=[O:46])[CH2:10][CH2:9][OH:8])=[CH:44][CH:43]=1)[C:18]([O:20][C:21]([CH3:22])([CH3:23])[CH3:24])=[O:19])[C:28]([O:30][C:31]([CH3:34])([CH3:33])[CH3:32])=[O:29])=[O:37])([CH3:40])([CH3:41])[CH3:42], predict the reactants needed to synthesize it. The reactants are: C([O:8][CH2:9][CH2:10][N:11]([C:45]([O:47][C:48]([CH3:51])([CH3:50])[CH3:49])=[O:46])[C:12]1[CH:44]=[CH:43][C:15]([CH2:16][CH:17]([CH2:25][CH2:26][C@H:27]([NH:35][C:36]([O:38][C:39]([CH3:42])([CH3:41])[CH3:40])=[O:37])[C:28]([O:30][C:31]([CH3:34])([CH3:33])[CH3:32])=[O:29])[C:18]([O:20][C:21]([CH3:24])([CH3:23])[CH3:22])=[O:19])=[CH:14][CH:13]=1)C1C=CC=CC=1. (6) Given the product [Br:25][C:26]1[CH:31]=[CH:30][C:29]([S:32]([N:12]2[CH2:13][CH2:14][C:8]3([O:7][CH2:6][C:5](=[O:23])[N:4]([CH:1]4[CH2:2][CH2:3]4)[CH2:9]3)[CH2:10][CH:11]2[CH3:22])(=[O:34])=[O:33])=[CH:28][CH:27]=1, predict the reactants needed to synthesize it. The reactants are: [CH:1]1([N:4]2[CH2:9][C:8]3([CH2:14][CH2:13][N:12](C(OC(C)(C)C)=O)[CH:11]([CH3:22])[CH2:10]3)[O:7][CH2:6][C:5]2=[O:23])[CH2:3][CH2:2]1.Cl.[Br:25][C:26]1[CH:31]=[CH:30][C:29]([S:32](Cl)(=[O:34])=[O:33])=[CH:28][CH:27]=1. (7) Given the product [NH2:1][C:2]1[C:3]([C:18]([NH:30][C:31]2[C:36]([N:37]3[CH2:42][CH2:41][C:40]([NH:45][C:46](=[O:52])[O:47][C:48]([CH3:51])([CH3:50])[CH3:49])([CH2:43][CH3:44])[CH2:39][CH2:38]3)=[CH:35][CH:34]=[CH:33][N:32]=2)=[O:19])=[N:4][C:5]([C:8]2[C:13]([C:14]([F:16])([F:17])[F:15])=[CH:12][CH:11]=[CH:10][N:9]=2)=[CH:6][N:7]=1, predict the reactants needed to synthesize it. The reactants are: [NH2:1][C:2]1[C:3]([C:18](O)=[O:19])=[N:4][C:5]([C:8]2[C:13]([C:14]([F:17])([F:16])[F:15])=[CH:12][CH:11]=[CH:10][N:9]=2)=[CH:6][N:7]=1.C(N(C(C)C)C(C)C)C.[NH2:30][C:31]1[C:36]([N:37]2[CH2:42][CH2:41][C:40]([NH:45][C:46](=[O:52])[O:47][C:48]([CH3:51])([CH3:50])[CH3:49])([CH2:43][CH3:44])[CH2:39][CH2:38]2)=[CH:35][CH:34]=[CH:33][N:32]=1. (8) Given the product [C:1]([O:4][C:5]1[C:10]([CH3:11])=[CH:9][C:8]([CH2:12][Br:15])=[CH:7][C:6]=1[CH3:14])(=[O:3])[CH3:2], predict the reactants needed to synthesize it. The reactants are: [C:1]([O:4][C:5]1[C:10]([CH3:11])=[CH:9][C:8]([CH2:12]O)=[CH:7][C:6]=1[CH3:14])(=[O:3])[CH3:2].[Br:15]C(Br)(Br)Br.C1(P(C2C=CC=CC=2)C2C=CC=CC=2)C=CC=CC=1. (9) Given the product [CH2:1]([C@H:8]([NH:29][C:30](=[O:40])[O:31][C@@H:32]1[C@H:39]2[C@H:35]([O:36][CH2:37][CH2:38]2)[O:34][CH2:33]1)[C@@H:9]([OH:28])[CH:10]([NH:17][S:18]([C:21]1[CH:26]=[CH:25][C:24]([O:27][CH:42]([CH3:44])[CH3:43])=[CH:23][CH:22]=1)(=[O:20])=[O:19])[O:11][CH:12]1[CH2:13][CH2:14][CH2:15][CH2:16]1)[C:2]1[CH:7]=[CH:6][CH:5]=[CH:4][CH:3]=1, predict the reactants needed to synthesize it. The reactants are: [CH2:1]([C@H:8]([NH:29][C:30](=[O:40])[O:31][C@@H:32]1[C@H:39]2[C@H:35]([O:36][CH2:37][CH2:38]2)[O:34][CH2:33]1)[C@@H:9]([OH:28])[CH:10]([NH:17][S:18]([C:21]1[CH:26]=[CH:25][C:24]([OH:27])=[CH:23][CH:22]=1)(=[O:20])=[O:19])[O:11][CH:12]1[CH2:16][CH2:15][CH2:14][CH2:13]1)[C:2]1[CH:7]=[CH:6][CH:5]=[CH:4][CH:3]=1.Br[CH:42]([CH3:44])[CH3:43].C(=O)([O-])[O-].[K+].[K+].